This data is from Catalyst prediction with 721,799 reactions and 888 catalyst types from USPTO. The task is: Predict which catalyst facilitates the given reaction. (1) Reactant: C[O:2][C:3](=[O:28])[CH2:4][C:5]1[C:9]2[C:10]([Cl:27])=[CH:11][C:12]([O:14][CH2:15][C:16]3[C:17]([CH3:26])=[N:18][C:19]([C:22]([F:25])([F:24])[F:23])=[CH:20][CH:21]=3)=[CH:13][C:8]=2[S:7][CH:6]=1.[OH-].[Na+].Cl. Product: [Cl:27][C:10]1[C:9]2[C:5]([CH2:4][C:3]([OH:28])=[O:2])=[CH:6][S:7][C:8]=2[CH:13]=[C:12]([O:14][CH2:15][C:16]2[C:17]([CH3:26])=[N:18][C:19]([C:22]([F:23])([F:24])[F:25])=[CH:20][CH:21]=2)[CH:11]=1. The catalyst class is: 1. (2) Reactant: F[C:2]1[CH:9]=[CH:8][CH:7]=[CH:6][C:3]=1[CH:4]=[O:5].[CH3:10][S:11]([OH:13])=[O:12]. Product: [CH3:10][S:11]([C:2]1[CH:9]=[CH:8][CH:7]=[CH:6][C:3]=1[CH:4]=[O:5])(=[O:13])=[O:12]. The catalyst class is: 16.